Dataset: Reaction yield outcomes from USPTO patents with 853,638 reactions. Task: Predict the reaction yield, written as a fraction of the theoretical maximum amount of product (1.0 means a 100% yield; for example, 0.34 means a 34% yield). (1) The reactants are N.P(OCC)(OCC)(O[C:5]1[CH:10]=[CH:9][C:8]([CH3:11])=[CH:7][C:6]=1[C:12]([CH3:15])([CH3:14])[CH3:13])=O.[Li]. The catalyst is CCOCC. The product is [C:12]([C:6]1[CH:5]=[CH:10][CH:9]=[C:8]([CH3:11])[CH:7]=1)([CH3:15])([CH3:14])[CH3:13]. The yield is 0.910. (2) The reactants are C([O:4][C@H:5]1[C@@H:29]([O:30]C(=O)C)[C@H:28]([O:34]C(=O)C)[C@@H:27]([CH2:38][O:39]C(=O)C)[O:26][C@@H:6]1[O:7][C:8]1[CH:13]=[CH:12][C:11]([N:14]2[C:22]3[C:17](=[CH:18][C:19]([N+:23]([O-:25])=[O:24])=[CH:20][CH:21]=3)[CH2:16][CH2:15]2)=[CH:10][CH:9]=1)(=O)C.C[O-].[Na+].C(Cl)Cl.CO.C(O)(=O)C. The catalyst is CO. The product is [O:7]([C:8]1[CH:9]=[CH:10][C:11]([N:14]2[C:22]3[C:17](=[CH:18][C:19]([N+:23]([O-:25])=[O:24])=[CH:20][CH:21]=3)[CH2:16][CH2:15]2)=[CH:12][CH:13]=1)[C@H:6]1[O:26][C@H:27]([CH2:38][OH:39])[C@@H:28]([OH:34])[C@H:29]([OH:30])[C@@H:5]1[OH:4]. The yield is 0.500. (3) The reactants are [C:1]([C:3]1[CH:4]=[C:5]([F:54])[C:6]([N:37]2[CH2:42][CH2:41][N:40](C(OC(C)(C)C)=O)[C@H:39]([CH2:50][CH:51]([CH3:53])[CH3:52])[CH2:38]2)=[N:7][C:8]=1[C:9]1[C:17]2[C:12](=[N:13][CH:14]=[CH:15][CH:16]=2)[N:11](C(C2C=CC=CC=2)(C2C=CC=CC=2)C2C=CC=CC=2)[N:10]=1)#[N:2].C([SiH](CC)CC)C.C(O)(C(F)(F)F)=O. The catalyst is C(Cl)Cl. The product is [F:54][C:5]1[C:6]([N:37]2[CH2:42][CH2:41][NH:40][C@H:39]([CH2:50][CH:51]([CH3:53])[CH3:52])[CH2:38]2)=[N:7][C:8]([C:9]2[C:17]3[C:12](=[N:13][CH:14]=[CH:15][CH:16]=3)[NH:11][N:10]=2)=[C:3]([CH:4]=1)[C:1]#[N:2]. The yield is 0.801. (4) The reactants are Br[C:2]1[CH:3]=[C:4]([C:8]2[CH:21]=[CH:20][C:19]3[C:10](=[C:11]([C:28]4[CH:33]=[CH:32][CH:31]=[CH:30][CH:29]=4)[C:12]4[C:17]([C:18]=3[C:22]3[CH:27]=[CH:26][CH:25]=[CH:24][CH:23]=3)=[CH:16][CH:15]=[CH:14][CH:13]=4)[CH:9]=2)[CH:5]=[CH:6][CH:7]=1.[CH:34]1[C:42]2[C:41]3[CH:43]=[CH:44][CH:45]=[CH:46][C:40]=3[O:39][C:38]=2[C:37]([C:47]2[CH:48]=[CH:49][C:50]3[NH:51][C:52]4[C:57]([C:58]=3[CH:59]=2)=[CH:56][CH:55]=[CH:54][CH:53]=4)=[CH:36][CH:35]=1.CC(C)([O-])C.[Na+].C(P(C(C)(C)C)C(C)(C)C)(C)(C)C. The product is [CH:34]1[C:42]2[C:41]3[CH:43]=[CH:44][CH:45]=[CH:46][C:40]=3[O:39][C:38]=2[C:37]([C:47]2[CH:48]=[CH:49][C:50]3[N:51]([C:6]4[CH:7]=[CH:2][CH:3]=[C:4]([C:8]5[CH:21]=[CH:20][C:19]6[C:10](=[C:11]([C:28]7[CH:33]=[CH:32][CH:31]=[CH:30][CH:29]=7)[C:12]7[C:17]([C:18]=6[C:22]6[CH:27]=[CH:26][CH:25]=[CH:24][CH:23]=6)=[CH:16][CH:15]=[CH:14][CH:13]=7)[CH:9]=5)[CH:5]=4)[C:52]4[C:57]([C:58]=3[CH:59]=2)=[CH:56][CH:55]=[CH:54][CH:53]=4)=[CH:36][CH:35]=1. The yield is 0.600. The catalyst is C1C=CC(/C=C/C(/C=C/C2C=CC=CC=2)=O)=CC=1.C1C=CC(/C=C/C(/C=C/C2C=CC=CC=2)=O)=CC=1.[Pd].CCCCCC.C1(C)C=CC=CC=1.